The task is: Predict the reactants needed to synthesize the given product.. This data is from Full USPTO retrosynthesis dataset with 1.9M reactions from patents (1976-2016). The reactants are: [Cl:1][C:2]1[CH:7]=[C:6]([Cl:8])[CH:5]=[C:4]([Cl:9])[C:3]=1[N:10]1[C:14]2=[N:15][C:16]([CH2:20][C:21]3[CH:26]=[CH:25][CH:24]=[C:23]([O:27]C)[CH:22]=3)=[N:17][C:18](=[O:19])[C:13]2=[C:12]([CH:29]([CH3:31])[CH3:30])[NH:11]1.B(Br)(Br)Br. Given the product [Cl:1][C:2]1[CH:7]=[C:6]([Cl:8])[CH:5]=[C:4]([Cl:9])[C:3]=1[N:10]1[C:14]2=[N:15][C:16]([CH2:20][C:21]3[CH:26]=[CH:25][CH:24]=[C:23]([OH:27])[CH:22]=3)=[N:17][C:18](=[O:19])[C:13]2=[C:12]([CH:29]([CH3:31])[CH3:30])[NH:11]1, predict the reactants needed to synthesize it.